From a dataset of Peptide-MHC class I binding affinity with 185,985 pairs from IEDB/IMGT. Regression. Given a peptide amino acid sequence and an MHC pseudo amino acid sequence, predict their binding affinity value. This is MHC class I binding data. (1) The peptide sequence is IRILQRALF. The MHC is Mamu-B8301 with pseudo-sequence Mamu-B8301. The binding affinity (normalized) is 0.00244. (2) The peptide sequence is GEVLSLDKL. The MHC is HLA-B40:01 with pseudo-sequence HLA-B40:01. The binding affinity (normalized) is 0.779. (3) The peptide sequence is RLRPNGKK. The MHC is Mamu-B08 with pseudo-sequence Mamu-B08. The binding affinity (normalized) is 0.00961. (4) The peptide sequence is MALMKLAAL. The MHC is HLA-A29:02 with pseudo-sequence HLA-A29:02. The binding affinity (normalized) is 0. (5) The peptide sequence is ELIKAMNHF. The MHC is HLA-B51:01 with pseudo-sequence HLA-B51:01. The binding affinity (normalized) is 0.0847. (6) The MHC is HLA-B18:01 with pseudo-sequence HLA-B18:01. The binding affinity (normalized) is 0.213. The peptide sequence is RLASSLYVY.